This data is from TCR-epitope binding with 47,182 pairs between 192 epitopes and 23,139 TCRs. The task is: Binary Classification. Given a T-cell receptor sequence (or CDR3 region) and an epitope sequence, predict whether binding occurs between them. (1) The epitope is FLNGSCGSV. The TCR CDR3 sequence is CASSPYYTYEQYF. Result: 1 (the TCR binds to the epitope). (2) The epitope is FLNGSCGSV. The TCR CDR3 sequence is CASSQVAGGLSSYNEQFF. Result: 1 (the TCR binds to the epitope). (3) The epitope is AYILFTRFFYV. The TCR CDR3 sequence is CASSLAQEGGPWETQYF. Result: 1 (the TCR binds to the epitope). (4) The epitope is HSKKKCDEL. The TCR CDR3 sequence is CAWITEMNTEAFF. Result: 0 (the TCR does not bind to the epitope). (5) The epitope is TLIGDCATV. The TCR CDR3 sequence is CASSQVFGENTEAFF. Result: 0 (the TCR does not bind to the epitope). (6) The epitope is NLSALGIFST. The TCR CDR3 sequence is CASSLGGGDGYTF. Result: 0 (the TCR does not bind to the epitope).